This data is from Full USPTO retrosynthesis dataset with 1.9M reactions from patents (1976-2016). The task is: Predict the reactants needed to synthesize the given product. (1) The reactants are: [NH2:1][C@H:2]([C:17]([OH:19])=[O:18])[CH2:3][CH2:4][CH2:5][NH:6][C:7]([O:9][CH2:10][C:11]1[CH:16]=[CH:15][CH:14]=[CH:13][CH:12]=1)=[O:8].S(Cl)([Cl:22])=O.[CH3:24]O. Given the product [NH2:1][C@H:2]([C:17]([O:19][CH3:24])=[O:18])[CH2:3][CH2:4][CH2:5][NH:6][C:7]([O:9][CH2:10][C:11]1[CH:16]=[CH:15][CH:14]=[CH:13][CH:12]=1)=[O:8].[ClH:22], predict the reactants needed to synthesize it. (2) Given the product [F:18][C:19]1[CH:20]=[C:21]([NH:25][C:2]2[N:3]=[C:4]([NH:14][CH:15]([CH3:17])[CH3:16])[N:5]=[C:6]([C:8]3[CH:13]=[CH:12][CH:11]=[CH:10][CH:9]=3)[N:7]=2)[CH:22]=[CH:23][CH:24]=1, predict the reactants needed to synthesize it. The reactants are: Cl[C:2]1[N:7]=[C:6]([C:8]2[CH:13]=[CH:12][CH:11]=[CH:10][CH:9]=2)[N:5]=[C:4]([NH:14][CH:15]([CH3:17])[CH3:16])[N:3]=1.[F:18][C:19]1[CH:20]=[C:21]([NH2:25])[CH:22]=[CH:23][CH:24]=1. (3) Given the product [OH:13][C:14]1[C:26]([C:27]([F:29])([F:30])[F:28])=[CH:25][CH:24]=[C:23]([CH2:31][O:32][C:33]2[CH:38]=[CH:37][C:36]([C:2]3[CH:7]=[CH:6][CH:5]=[C:4]([NH:8][S:9]([CH3:12])(=[O:11])=[O:10])[CH:3]=3)=[CH:35][CH:34]=2)[C:15]=1[C:16]([O:18][C:19]([CH3:22])([CH3:20])[CH3:21])=[O:17], predict the reactants needed to synthesize it. The reactants are: I[C:2]1[CH:3]=[C:4]([NH:8][S:9]([CH3:12])(=[O:11])=[O:10])[CH:5]=[CH:6][CH:7]=1.[OH:13][C:14]1[C:26]([C:27]([F:30])([F:29])[F:28])=[CH:25][CH:24]=[C:23]([CH2:31][O:32][C:33]2[CH:38]=[CH:37][C:36](B3OC(C)(C)C(C)(C)O3)=[CH:35][CH:34]=2)[C:15]=1[C:16]([O:18][C:19]([CH3:22])([CH3:21])[CH3:20])=[O:17]. (4) Given the product [CH:1]1([C:4]2[CH:5]=[C:6]([C:19]([OH:21])=[O:20])[C:7]3[C:12]([CH3:13])=[N:11][N:10]([CH:14]([CH:16]4[CH2:17][CH2:18]4)[CH3:15])[C:8]=3[N:9]=2)[CH2:2][CH2:3]1, predict the reactants needed to synthesize it. The reactants are: [CH:1]1([C:4]2[CH:5]=[C:6]([C:19]([O:21]CC)=[O:20])[C:7]3[C:12]([CH3:13])=[N:11][N:10]([CH:14]([CH:16]4[CH2:18][CH2:17]4)[CH3:15])[C:8]=3[N:9]=2)[CH2:3][CH2:2]1.[OH-].[Na+]. (5) Given the product [OH2:9].[ClH:38].[C:2]([N:10]1[CH2:15][CH2:14][CH2:13][C:12]([C:32]2[CH:37]=[CH:36][C:35]([Cl:38])=[C:34]([Cl:39])[CH:33]=2)([CH2:16][CH2:17][CH2:18][N:19]2[CH2:20][CH2:21][C:22]([O:52][CH2:51][CH2:40][OH:43])([C:25]3[CH:7]=[CH:8][CH:3]=[CH:4][CH:5]=3)[CH2:23][CH2:24]2)[CH2:11]1)(=[O:9])[C:3]1[CH:4]=[CH:5][CH:6]=[CH:7][CH:8]=1, predict the reactants needed to synthesize it. The reactants are: Cl.[C:2]([N:10]1[CH2:15][CH2:14][CH2:13][C:12]([C:32]2[CH:37]=[CH:36][C:35]([Cl:38])=[C:34]([Cl:39])[CH:33]=2)([CH2:16][CH2:17][CH2:18][N:19]2[CH2:24][CH2:23][CH:22]([C:25](N3CCCC3)=O)[CH2:21][CH2:20]2)[CH2:11]1)(=[O:9])[C:3]1[CH:8]=[CH:7][CH:6]=[CH:5][CH:4]=1.[C:40]([O-:43])([O-])=O.[K+].[K+].O.Cl.CN([CH:51]=[O:52])C.